Task: Predict which catalyst facilitates the given reaction.. Dataset: Catalyst prediction with 721,799 reactions and 888 catalyst types from USPTO (1) Reactant: CN(C(ON1N=NC2C=CC=CC1=2)=[N+](C)C)C.[B-](F)(F)(F)F.CCN(C(C)C)C(C)C.[C:32]([C:34]1[C:35]([N:47]2[CH2:52][CH2:51][CH:50]([C:53]([OH:55])=O)[CH2:49][CH2:48]2)=[N:36][C:37]([CH3:46])=[C:38]([C:40]([O:42][CH:43]([CH3:45])[CH3:44])=[O:41])[CH:39]=1)#[N:33].[Cl:56][C:57]1[CH:62]=[CH:61][CH:60]=[CH:59][C:58]=1[CH2:63][S:64]([NH2:67])(=[O:66])=[O:65].C([O-])(O)=O.[Na+]. Product: [Cl:56][C:57]1[CH:62]=[CH:61][CH:60]=[CH:59][C:58]=1[CH2:63][S:64]([NH:67][C:53]([CH:50]1[CH2:51][CH2:52][N:47]([C:35]2[C:34]([C:32]#[N:33])=[CH:39][C:38]([C:40]([O:42][CH:43]([CH3:44])[CH3:45])=[O:41])=[C:37]([CH3:46])[N:36]=2)[CH2:48][CH2:49]1)=[O:55])(=[O:65])=[O:66]. The catalyst class is: 2. (2) Reactant: C1(CO[C:9](=O)[N:10]([CH2:12][CH2:13][O:14][C:15]2[CH:20]=[CH:19][CH:18]=[CH:17][C:16]=2[C:21]([NH:24][C:25]2[C:30](=[O:31])[N:29]([C:32]3[CH:37]=[C:36]([C:38]([NH:40][CH2:41][CH3:42])=[O:39])[CH:35]=[CH:34][C:33]=3[CH3:43])[CH:28]=[CH:27][N:26]=2)([CH3:23])[CH3:22])C)C=CC=CC=1. Product: [CH2:41]([NH:40][C:38](=[O:39])[C:36]1[CH:35]=[CH:34][C:33]([CH3:43])=[C:32]([N:29]2[CH:28]=[CH:27][N:26]=[C:25]([NH:24][C:21]([CH3:22])([C:16]3[CH:17]=[CH:18][CH:19]=[CH:20][C:15]=3[O:14][CH2:13][CH2:12][NH:10][CH3:9])[CH3:23])[C:30]2=[O:31])[CH:37]=1)[CH3:42]. The catalyst class is: 63. (3) Reactant: C1(S([N:10]2[C:14]3[N:15]=[CH:16][N:17]=[C:18]([N:19]4[CH2:24][CH2:23][CH:22]([C:25]5[NH:29][C:28]([C:30]6[CH:35]=[CH:34][C:33]([F:36])=[CH:32][CH:31]=6)=[N:27][N:26]=5)[CH2:21][CH2:20]4)[C:13]=3[CH:12]=[C:11]2[C:37]2[CH:42]=[CH:41][N:40]=[C:39]([O:43][CH3:44])[CH:38]=2)(=O)=O)C=CC=CC=1.[OH-].[K+]. Product: [F:36][C:33]1[CH:34]=[CH:35][C:30]([C:28]2[NH:29][C:25]([CH:22]3[CH2:23][CH2:24][N:19]([C:18]4[C:13]5[CH:12]=[C:11]([C:37]6[CH:42]=[CH:41][N:40]=[C:39]([O:43][CH3:44])[CH:38]=6)[NH:10][C:14]=5[N:15]=[CH:16][N:17]=4)[CH2:20][CH2:21]3)=[N:26][N:27]=2)=[CH:31][CH:32]=1. The catalyst class is: 5. (4) Product: [F:1][C:2]1[CH:13]=[CH:12][C:5]2[S:6][C:7]([CH2:10][NH:15][CH3:14])=[C:8]([CH3:9])[C:4]=2[CH:3]=1. Reactant: [F:1][C:2]1[CH:13]=[CH:12][C:5]2[S:6][C:7]([CH:10]=O)=[C:8]([CH3:9])[C:4]=2[CH:3]=1.[CH3:14][NH2:15].[BH4-].[Na+]. The catalyst class is: 5. (5) Reactant: [OH:1][CH2:2][CH2:3][NH:4][C:5]1([C:8]([O:10][CH2:11][CH3:12])=[O:9])[CH2:7][CH2:6]1.C1N=CN([C:18](N2C=NC=C2)=[O:19])C=1. Product: [O:19]=[C:18]1[N:4]([C:5]2([C:8]([O:10][CH2:11][CH3:12])=[O:9])[CH2:7][CH2:6]2)[CH2:3][CH2:2][O:1]1. The catalyst class is: 1. (6) Reactant: [Cl:1][C:2]1[S:3][C:4]2[CH:10]=[CH:9][CH:8]=[CH:7][C:5]=2[N:6]=1.[N+:11]([O-])([OH:13])=[O:12]. Product: [N+:11]([C:9]1[CH:8]=[CH:7][C:5]2[N:6]=[C:2]([Cl:1])[S:3][C:4]=2[CH:10]=1)([O-:13])=[O:12]. The catalyst class is: 82. (7) The catalyst class is: 15. Reactant: [O:1]=[C:2]([CH3:11])[CH2:3][C:4]([O:6][C:7]([CH3:10])([CH3:9])[CH3:8])=[O:5].[N:12]([O-])=[O:13].[Na+]. Product: [C:7]([O:6][C:4](=[O:5])[C:3](=[N:12][OH:13])[C:2](=[O:1])[CH3:11])([CH3:10])([CH3:9])[CH3:8]. (8) Reactant: [F:1][C:2]([F:18])([F:17])[C:3]([NH:5][C@H:6]1[C:15]2[C:10](=[CH:11][CH:12]=[C:13]([F:16])[CH:14]=2)[CH2:9][CH2:8][CH2:7]1)=[O:4].O.O.O.O.O.O.O.S([O-])([O-])(=O)=[O:27].[Mg+2].O.[K]. Product: [F:18][C:2]([F:1])([F:17])[C:3]([NH:5][C@H:6]1[C:15]2[C:10](=[CH:11][CH:12]=[C:13]([F:16])[CH:14]=2)[C:9](=[O:27])[CH2:8][CH2:7]1)=[O:4]. The catalyst class is: 21. (9) Reactant: Br[C:2]1[CH:3]=[N:4][CH:5]=[CH:6][C:7]=1[CH3:8].C([Li])CCC.CCCCCC.[CH3:20][C:21]1[CH:22]=[C:23]([O:26][C:27]=1[CH3:28])[CH:24]=[O:25].O. Product: [CH3:20][C:21]1[CH:22]=[C:23]([CH:24]([C:2]2[CH:3]=[N:4][CH:5]=[CH:6][C:7]=2[CH3:8])[OH:25])[O:26][C:27]=1[CH3:28]. The catalyst class is: 7. (10) Reactant: [Br:1][C:2]1[CH:7]=[CH:6][C:5]([CH2:8][CH2:9][C:10](O)=[O:11])=[CH:4][CH:3]=1.O1CCCC1.B.C(=O)([O-])[O-].[K+].[K+]. Product: [Br:1][C:2]1[CH:3]=[CH:4][C:5]([CH2:8][CH2:9][CH2:10][OH:11])=[CH:6][CH:7]=1. The catalyst class is: 7.